From a dataset of Full USPTO retrosynthesis dataset with 1.9M reactions from patents (1976-2016). Predict the reactants needed to synthesize the given product. (1) Given the product [F:41][C:37]1[CH:38]=[CH:39][CH:40]=[C:32]([F:31])[C:33]=1[C:34]([NH:15][C@H:11]1[CH2:12][CH2:13][CH2:14][C@@H:10]1[NH:9][C:7]1[S:8][C:4]2[CH:3]=[C:2]([F:1])[CH:30]=[CH:29][C:5]=2[N:6]=1)=[O:36], predict the reactants needed to synthesize it. The reactants are: [F:1][C:2]1[CH:30]=[CH:29][C:5]2[N:6]=[C:7]([NH:9][C@H:10]3[CH2:14][CH2:13][CH2:12][C@@H:11]3[NH:15]C(=O)C3C=CC=CC=3N3C=CC=N3)[S:8][C:4]=2[CH:3]=1.[F:31][C:32]1[CH:40]=[CH:39][CH:38]=[C:37]([F:41])[C:33]=1[C:34]([OH:36])=O.Cl.FC1C=CC2N=C(N[C@H]3CCC[C@@H]3N)SC=2C=1. (2) Given the product [F:1][C:2]1[C:9]([C:10]([F:11])([F:12])[F:13])=[CH:8][C:7]([N+:14]([O-:16])=[O:15])=[CH:6][C:3]=1[CH:4]=[O:5], predict the reactants needed to synthesize it. The reactants are: [F:1][C:2]1[C:9]([C:10]([F:13])([F:12])[F:11])=[CH:8][CH:7]=[CH:6][C:3]=1[CH:4]=[O:5].[N+:14]([O-])([OH:16])=[O:15]. (3) The reactants are: [ClH:1].[CH3:2][O:3][C:4]1[CH:5]=[C:6]([C:14]#[C:15]/[CH:16]=[CH:17]/[C:18]([N:20]2[CH2:25][CH2:24][N:23]([CH2:26][C:27]3[CH:32]=[CH:31][C:30]([CH2:33][N:34]4[CH2:39][CH2:38][N:37]([C:40](=[O:57])/[CH:41]=[CH:42]/[C:43]#[C:44][C:45]5[CH:50]=[C:49]([O:51][CH3:52])[C:48]([O:53][CH3:54])=[C:47]([O:55][CH3:56])[CH:46]=5)[CH2:36][CH2:35]4)=[CH:29][CH:28]=3)[CH2:22][CH2:21]2)=[O:19])[CH:7]=[C:8]([O:12][CH3:13])[C:9]=1[O:10][CH3:11]. Given the product [ClH:1].[ClH:1].[CH3:52][O:51][C:49]1[CH:50]=[C:45]([C:44]#[C:43]/[CH:42]=[CH:41]/[C:40]([N:37]2[CH2:38][CH2:39][N:34]([CH2:33][C:30]3[CH:31]=[CH:32][C:27]([CH2:26][N:23]4[CH2:22][CH2:21][N:20]([C:18](=[O:19])/[CH:17]=[CH:16]/[C:15]#[C:14][C:6]5[CH:7]=[C:8]([O:12][CH3:13])[C:9]([O:10][CH3:11])=[C:4]([O:3][CH3:2])[CH:5]=5)[CH2:25][CH2:24]4)=[CH:28][CH:29]=3)[CH2:35][CH2:36]2)=[O:57])[CH:46]=[C:47]([O:55][CH3:56])[C:48]=1[O:53][CH3:54], predict the reactants needed to synthesize it. (4) Given the product [Cl:16][CH2:15][C:2]1[C:35]([C:36]([O:38][CH2:39][CH3:40])=[O:37])=[C:34]([CH3:41])[N:33]=[C:4]([C:6]2[CH:11]=[CH:10][CH:9]=[C:8]([N+:12]([O-:14])=[O:13])[CH:7]=2)[CH:3]=1, predict the reactants needed to synthesize it. The reactants are: Cl/[C:2](/[CH2:15][Cl:16])=[CH:3]/[C:4]([C:6]1[CH:11]=[CH:10][CH:9]=[C:8]([N+:12]([O-:14])=[O:13])[CH:7]=1)=O.Cl/C(/CCl)=C\C(C1C=CC=C([N+]([O-])=O)C=1)=O.[NH2:33]/[C:34](/[CH3:41])=[CH:35]/[C:36]([O:38][CH2:39][CH3:40])=[O:37].C(N(CC)CC)C. (5) Given the product [Cl:1][C:2]1[N:7]=[C:6]([NH:8][CH2:9][C:10]([OH:13])([CH3:12])[CH3:11])[C:5]([C:14]([F:26])=[O:16])=[CH:4][N:3]=1, predict the reactants needed to synthesize it. The reactants are: [Cl:1][C:2]1[N:7]=[C:6]([NH:8][CH2:9][C:10]([OH:13])([CH3:12])[CH3:11])[C:5]([C:14]([OH:16])=O)=[CH:4][N:3]=1.C(N(CC)CC)C.N1C(F)=NC(F)=NC=1[F:26]. (6) Given the product [CH3:20][O:19][C:18]1[C:13]2[N:12]=[C:10]([NH:9][C:1](=[O:8])[C:2]3[CH:7]=[CH:6][CH:5]=[CH:4][CH:3]=3)[S:11][C:14]=2[C:15]([CH:21]2[CH2:26][CH2:25][O:24][CH2:23][CH2:22]2)=[N:16][CH:17]=1, predict the reactants needed to synthesize it. The reactants are: [C:1]([NH:9][C:10]([NH:12][C:13]1[C:18]([O:19][CH3:20])=[CH:17][N:16]=[C:15]([CH:21]2[CH2:26][CH2:25][O:24][CH2:23][CH2:22]2)[C:14]=1I)=[S:11])(=[O:8])[C:2]1[CH:7]=[CH:6][CH:5]=[CH:4][CH:3]=1.N1C2C(=CC=C3C=2N=CC=C3)C=CC=1.C(=O)([O-])[O-].[Cs+].[Cs+].